Dataset: Peptide-MHC class I binding affinity with 185,985 pairs from IEDB/IMGT. Task: Regression. Given a peptide amino acid sequence and an MHC pseudo amino acid sequence, predict their binding affinity value. This is MHC class I binding data. (1) The peptide sequence is HLSRTVVYSY. The MHC is HLA-A32:01 with pseudo-sequence HLA-A32:01. The binding affinity (normalized) is 0.398. (2) The peptide sequence is YTWKYPNL. The MHC is H-2-Kb with pseudo-sequence H-2-Kb. The binding affinity (normalized) is 1.00. (3) The peptide sequence is SAAAYFVGY. The MHC is HLA-A23:01 with pseudo-sequence HLA-A23:01. The binding affinity (normalized) is 0.194. (4) The peptide sequence is LVFRFSEV. The MHC is H-2-Db with pseudo-sequence H-2-Db. The binding affinity (normalized) is 0. (5) The peptide sequence is PVIVADDLT. The MHC is H-2-Kd with pseudo-sequence H-2-Kd. The binding affinity (normalized) is 0. (6) The peptide sequence is AEFKYIAAV. The MHC is Mamu-A2201 with pseudo-sequence Mamu-A2201. The binding affinity (normalized) is 0. (7) The binding affinity (normalized) is 0.0847. The MHC is HLA-A03:01 with pseudo-sequence HLA-A03:01. The peptide sequence is GVFPINESF. (8) The peptide sequence is NITMSAEVA. The MHC is Mamu-A2201 with pseudo-sequence Mamu-A2201. The binding affinity (normalized) is 0. (9) The peptide sequence is MEFWLVAAL. The MHC is HLA-B15:42 with pseudo-sequence HLA-B15:42. The binding affinity (normalized) is 0.213. (10) The peptide sequence is ACQGVGGPGHK. The MHC is HLA-B35:01 with pseudo-sequence HLA-B35:01. The binding affinity (normalized) is 0.